From a dataset of Full USPTO retrosynthesis dataset with 1.9M reactions from patents (1976-2016). Predict the reactants needed to synthesize the given product. (1) Given the product [O:15]1[C:19]2[CH:20]=[CH:21][C:22]([C:24]3[N:28]=[C:27]([CH:29]4[CH2:30][CH2:31][N:32]([S:2]([CH3:1])(=[O:4])=[O:3])[CH2:33][CH2:34]4)[NH:26][C:25]=3[C:35]3[CH:40]=[CH:39][CH:38]=[C:37]([CH3:41])[N:36]=3)=[CH:23][C:18]=2[O:17][CH2:16]1, predict the reactants needed to synthesize it. The reactants are: [CH3:1][S:2](Cl)(=[O:4])=[O:3].C(N(C(C)C)CC)(C)C.[O:15]1[C:19]2[CH:20]=[CH:21][C:22]([C:24]3[N:28]=[C:27]([CH:29]4[CH2:34][CH2:33][NH:32][CH2:31][CH2:30]4)[NH:26][C:25]=3[C:35]3[CH:40]=[CH:39][CH:38]=[C:37]([CH3:41])[N:36]=3)=[CH:23][C:18]=2[O:17][CH2:16]1. (2) Given the product [F:27][C:4]1[CH:3]=[C:2]([N:28]2[CH2:32][CH2:31][CH2:30][C:29]2=[O:33])[CH:7]=[CH:6][C:5]=1[C:8]1([C:11]([N:13]2[CH2:17][CH2:16][C@@:15]3([C:21]4[CH:22]=[CH:23][CH:24]=[CH:25][C:20]=4[C:19](=[O:26])[O:18]3)[CH2:14]2)=[O:12])[CH2:10][CH2:9]1, predict the reactants needed to synthesize it. The reactants are: Br[C:2]1[CH:7]=[CH:6][C:5]([C:8]2([C:11]([N:13]3[CH2:17][CH2:16][C@@:15]4([C:21]5[CH:22]=[CH:23][CH:24]=[CH:25][C:20]=5[C:19](=[O:26])[O:18]4)[CH2:14]3)=[O:12])[CH2:10][CH2:9]2)=[C:4]([F:27])[CH:3]=1.[NH:28]1[CH2:32][CH2:31][CH2:30][C:29]1=[O:33].[C@@H]1(N)CCCC[C@H]1N.C(=O)([O-])[O-].[K+].[K+]. (3) Given the product [N:29]1[CH:34]=[CH:33][C:32]([CH2:35][O:19][C:18]([C:17]2[N:8]([CH2:1][C:2]3[CH:3]=[CH:4][CH:5]=[CH:6][CH:7]=3)[C:9](=[O:28])[C:10]3[C:15]([C:16]=2[C:21]2[CH:22]=[CH:23][CH:24]=[CH:25][CH:26]=2)=[CH:14][C:13]([Br:27])=[CH:12][CH:11]=3)=[O:20])=[CH:31][CH:30]=1, predict the reactants needed to synthesize it. The reactants are: [CH2:1]([N:8]1[C:17]([C:18]([OH:20])=[O:19])=[C:16]([C:21]2[CH:26]=[CH:25][CH:24]=[CH:23][CH:22]=2)[C:15]2[C:10](=[CH:11][CH:12]=[C:13]([Br:27])[CH:14]=2)[C:9]1=[O:28])[C:2]1[CH:7]=[CH:6][CH:5]=[CH:4][CH:3]=1.[N:29]1[CH:34]=[CH:33][C:32]([CH2:35]O)=[CH:31][CH:30]=1. (4) Given the product [C:22]([O:21][C:20]([NH:19][C:12]1[C:13]2[C:18](=[CH:17][CH:16]=[CH:15][CH:14]=2)[C:9]([O:8][C:6]2[CH:5]=[CH:4][N:3]=[C:2]([NH:27][C:28]3[CH:29]=[C:30]([CH:34]=[C:35]([O:37][CH3:38])[CH:36]=3)[C:31]([OH:33])=[O:32])[CH:7]=2)=[CH:10][CH:11]=1)=[O:26])([CH3:25])([CH3:24])[CH3:23], predict the reactants needed to synthesize it. The reactants are: Cl[C:2]1[CH:7]=[C:6]([O:8][C:9]2[C:18]3[C:13](=[CH:14][CH:15]=[CH:16][CH:17]=3)[C:12]([NH:19][C:20](=[O:26])[O:21][C:22]([CH3:25])([CH3:24])[CH3:23])=[CH:11][CH:10]=2)[CH:5]=[CH:4][N:3]=1.[NH2:27][C:28]1[CH:29]=[C:30]([CH:34]=[C:35]([O:37][CH3:38])[CH:36]=1)[C:31]([OH:33])=[O:32].C([O-])([O-])=O.[Cs+].[Cs+].C1(P(C2C=CC=CC=2)C2C=CC3C(=CC=CC=3)C=2C2C3C(=CC=CC=3)C=CC=2P(C2C=CC=CC=2)C2C=CC=CC=2)C=CC=CC=1. (5) Given the product [CH2:1]([N:3]1[C:12]2[C:7](=[CH:8][CH:9]=[C:10]([O:23][CH2:24][C:25]3[CH:30]=[CH:29][C:28]([O:31][CH3:32])=[CH:27][CH:26]=3)[C:11]=2[O:13][CH2:14][C:15]2[CH:20]=[CH:19][C:18]([O:21][CH3:22])=[CH:17][CH:16]=2)[C:6](=[O:33])[C:5]([C:34]([NH:77][CH2:76][CH2:75][N:70]2[CH2:74][CH2:73][CH2:72][CH2:71]2)=[O:35])=[CH:4]1)[CH3:2], predict the reactants needed to synthesize it. The reactants are: [CH2:1]([N:3]1[C:12]2[C:7](=[CH:8][CH:9]=[C:10]([O:23][CH2:24][C:25]3[CH:30]=[CH:29][C:28]([O:31][CH3:32])=[CH:27][CH:26]=3)[C:11]=2[O:13][CH2:14][C:15]2[CH:20]=[CH:19][C:18]([O:21][CH3:22])=[CH:17][CH:16]=2)[C:6](=[O:33])[C:5]([C:34](O)=[O:35])=[CH:4]1)[CH3:2].CN(C(ON1N=NC2C=CC=NC1=2)=[N+](C)C)C.F[P-](F)(F)(F)(F)F.CCN(C(C)C)C(C)C.[N:70]1([CH2:75][CH2:76][NH2:77])[CH2:74][CH2:73][CH2:72][CH2:71]1. (6) Given the product [CH3:1][O:2][C:3]1[CH:12]=[CH:11][C:10]([C:13]2[N:14]=[N:15][N:16]([CH3:18])[N:17]=2)=[CH:9][C:4]=1[CH2:5][OH:6], predict the reactants needed to synthesize it. The reactants are: [CH3:1][O:2][C:3]1[CH:12]=[CH:11][C:10]([C:13]2[N:14]=[N:15][N:16]([CH3:18])[N:17]=2)=[CH:9][C:4]=1[C:5](OC)=[O:6].[H-].C([Al+]CC(C)C)C(C)C. (7) Given the product [CH3:1][O:43][C:24](=[O:44])[CH2:25][CH2:26][CH2:27][CH2:28][CH2:29][CH2:30][CH2:31]/[CH:32]=[CH:33]\[CH2:34][C@@H:35]([CH2:37][CH2:38][CH2:39][CH2:40][CH2:41][CH3:42])[OH:36], predict the reactants needed to synthesize it. The reactants are: [C:1](PCC1C(CPC(C)(C)C)=CC=CC=1)(C)(C)C.CS(O)(=O)=O.[C:24]([O-:44])(=[O:43])[CH2:25][CH2:26][CH2:27][CH2:28][CH2:29][CH2:30][CH2:31]/[CH:32]=[CH:33]\[CH2:34][C@@H:35]([CH2:37][CH2:38][CH2:39][CH2:40][CH2:41][CH3:42])[OH:36]. (8) The reactants are: [C:1]([O:5][C:6]([N:8]1[CH2:12][C:11]([F:14])([F:13])[CH2:10][C@H:9]1[C:15]([O:17]C)=[O:16])=[O:7])([CH3:4])([CH3:3])[CH3:2].[OH-].[Li+]. Given the product [C:1]([O:5][C:6]([N:8]1[CH2:12][C:11]([F:13])([F:14])[CH2:10][C@H:9]1[C:15]([OH:17])=[O:16])=[O:7])([CH3:4])([CH3:2])[CH3:3], predict the reactants needed to synthesize it.